This data is from Forward reaction prediction with 1.9M reactions from USPTO patents (1976-2016). The task is: Predict the product of the given reaction. (1) Given the reactants [Si]([O:8][CH2:9][CH2:10][NH:11][S:12]([C:15]1[CH:20]=[CH:19][C:18]([C:21]2[N:26]3[CH:27]=[C:28](/[CH:30]=[CH:31]/[C:32]4[CH:41]=[CH:40][C:39]5[C:34](=[CH:35][CH:36]=[CH:37][CH:38]=5)[N:33]=4)[N:29]=[C:25]3[C:24]([N:42]3[CH2:47][CH2:46][O:45][CH2:44][CH2:43]3)=[N:23][CH:22]=2)=[CH:17][CH:16]=1)(=[O:14])=[O:13])(C(C)(C)C)(C)C.CCCC[N+](CCCC)(CCCC)CCCC.[F-], predict the reaction product. The product is: [OH:8][CH2:9][CH2:10][NH:11][S:12]([C:15]1[CH:20]=[CH:19][C:18]([C:21]2[N:26]3[CH:27]=[C:28](/[CH:30]=[CH:31]/[C:32]4[CH:41]=[CH:40][C:39]5[C:34](=[CH:35][CH:36]=[CH:37][CH:38]=5)[N:33]=4)[N:29]=[C:25]3[C:24]([N:42]3[CH2:47][CH2:46][O:45][CH2:44][CH2:43]3)=[N:23][CH:22]=2)=[CH:17][CH:16]=1)(=[O:13])=[O:14]. (2) Given the reactants [Br:1][C:2]1[CH:7]=[CH:6][C:5]([N:8]2[CH2:13][CH2:12][NH:11][CH2:10][CH2:9]2)=[CH:4][CH:3]=1.[CH3:14][S:15](Cl)(=[O:17])=[O:16].C(N(CC)CC)C, predict the reaction product. The product is: [Br:1][C:2]1[CH:3]=[CH:4][C:5]([N:8]2[CH2:13][CH2:12][N:11]([S:15]([CH3:14])(=[O:17])=[O:16])[CH2:10][CH2:9]2)=[CH:6][CH:7]=1. (3) Given the reactants [Cl:1][C:2]1[CH:27]=[CH:26][CH:25]=[C:24]([Cl:28])[C:3]=1[CH2:4][C:5]1[N:9]([CH2:10][C:11]2[CH:19]=[CH:18][C:14]([C:15]([OH:17])=O)=[CH:13][CH:12]=2)[C:8]2[CH:20]=[CH:21][CH:22]=[CH:23][C:7]=2[N:6]=1.C(Cl)(=O)C(Cl)=O.[CH3:35][N:36]([CH3:41])[CH2:37][CH2:38][CH2:39][NH2:40].CCN(C(C)C)C(C)C, predict the reaction product. The product is: [Cl:1][C:2]1[CH:27]=[CH:26][CH:25]=[C:24]([Cl:28])[C:3]=1[CH2:4][C:5]1[N:9]([CH2:10][C:11]2[CH:12]=[CH:13][C:14]([C:15]([NH:40][CH2:39][CH2:38][CH2:37][N:36]([CH3:41])[CH3:35])=[O:17])=[CH:18][CH:19]=2)[C:8]2[CH:20]=[CH:21][CH:22]=[CH:23][C:7]=2[N:6]=1. (4) Given the reactants [F:1][C:2]([F:15])([F:14])[C:3](=O)[CH2:4][C:5]([C:7]1[CH:12]=[CH:11][CH:10]=[CH:9][CH:8]=1)=O.[NH2:16][C:17]([NH2:19])=[O:18].Cl, predict the reaction product. The product is: [OH:18][C:17]1[N:19]=[C:5]([C:7]2[CH:12]=[CH:11][CH:10]=[CH:9][CH:8]=2)[CH:4]=[C:3]([C:2]([F:15])([F:14])[F:1])[N:16]=1.